From a dataset of Forward reaction prediction with 1.9M reactions from USPTO patents (1976-2016). Predict the product of the given reaction. (1) Given the reactants [CH:1]([C:3]1[CH:22]=[CH:21][C:6]([O:7][CH2:8][CH2:9][O:10][C:11]2[CH:20]=[CH:19][C:14]([C:15]([O:17][CH3:18])=[O:16])=[CH:13][CH:12]=2)=[CH:5][CH:4]=1)=O.[S:23]1[CH2:27][C:26](=[O:28])[NH:25][C:24]1=[O:29].C(O)(=O)C1C=CC=CC=1.N1CCCCC1, predict the reaction product. The product is: [O:29]=[C:24]1[NH:25][C:26](=[O:28])/[C:27](=[CH:1]\[C:3]2[CH:22]=[CH:21][C:6]([O:7][CH2:8][CH2:9][O:10][C:11]3[CH:20]=[CH:19][C:14]([C:15]([O:17][CH3:18])=[O:16])=[CH:13][CH:12]=3)=[CH:5][CH:4]=2)/[S:23]1. (2) Given the reactants N1C(C)=CC=CC=1C.[CH2:9]([C:11]([C:30]1[CH:35]=[CH:34][C:33]([C:36]#[C:37][C:38]2([OH:44])[CH2:43][CH2:42][S:41][CH2:40][CH2:39]2)=[C:32]([CH3:45])[CH:31]=1)([C:14]1[CH:19]=[CH:18][C:17]([B:20]2[O:24][C:23]([CH3:26])([CH3:25])[C:22]([CH3:28])([CH3:27])[O:21]2)=[C:16]([CH3:29])[CH:15]=1)[CH2:12][CH3:13])[CH3:10].O([Si:54]([CH3:57])([CH3:56])[CH3:55])S(C(F)(F)F)(=O)=O.O, predict the reaction product. The product is: [CH2:9]([C:11]([C:14]1[CH:19]=[CH:18][C:17]([B:20]2[O:24][C:23]([CH3:25])([CH3:26])[C:22]([CH3:27])([CH3:28])[O:21]2)=[C:16]([CH3:29])[CH:15]=1)([C:30]1[CH:35]=[CH:34][C:33]([C:36]#[C:37][C:38]2([O:44][Si:54]([CH3:57])([CH3:56])[CH3:55])[CH2:39][CH2:40][S:41][CH2:42][CH2:43]2)=[C:32]([CH3:45])[CH:31]=1)[CH2:12][CH3:13])[CH3:10]. (3) Given the reactants [C:1]([O:5][C:6]([N:8]1[CH2:17][CH2:16][C:15]2[N:14]([CH2:18][CH:19]3[CH2:22][CH2:21][CH2:20]3)[C:13](=[O:23])[C:12](B(O)O)=[CH:11][C:10]=2[CH2:9]1)=[O:7])([CH3:4])([CH3:3])[CH3:2].[F:27][C:28]1[CH:35]=[CH:34][CH:33]=[CH:32][C:29]=1[CH2:30]Br.C(=O)([O-])[O-].[Na+].[Na+].CCOC(C)=O, predict the reaction product. The product is: [CH:19]1([CH2:18][N:14]2[C:15]3[CH2:16][CH2:17][N:8]([C:6]([O:5][C:1]([CH3:4])([CH3:3])[CH3:2])=[O:7])[CH2:9][C:10]=3[CH:11]=[C:12]([CH2:30][C:29]3[CH:32]=[CH:33][CH:34]=[CH:35][C:28]=3[F:27])[C:13]2=[O:23])[CH2:22][CH2:21][CH2:20]1. (4) Given the reactants Cl.[F:2][C:3]1[CH:8]=[CH:7][CH:6]=[CH:5][C:4]=1[C:9]1[CH:22]=[C:21]2[C:12]([N:13]3[C:18]([CH2:19][O:20]2)=[N:17][NH:16][C:15](=[O:23])[C@H:14]3[CH3:24])=[CH:11][C:10]=1[N:25]([CH3:31])[C:26]1([CH3:30])[CH2:29][NH:28][CH2:27]1.CCN(C(C)C)C(C)C.[C:41](Cl)(=[O:43])[CH3:42], predict the reaction product. The product is: [C:41]([N:28]1[CH2:27][C:26]([N:25]([CH3:31])[C:10]2[CH:11]=[C:12]3[C:21](=[CH:22][C:9]=2[C:4]2[CH:5]=[CH:6][CH:7]=[CH:8][C:3]=2[F:2])[O:20][CH2:19][C:18]2[N:13]3[C@H:14]([CH3:24])[C:15](=[O:23])[NH:16][N:17]=2)([CH3:30])[CH2:29]1)(=[O:43])[CH3:42].